Dataset: TCR-epitope binding with 47,182 pairs between 192 epitopes and 23,139 TCRs. Task: Binary Classification. Given a T-cell receptor sequence (or CDR3 region) and an epitope sequence, predict whether binding occurs between them. (1) The epitope is HTDFSSEIIGY. The TCR CDR3 sequence is CASSAGTGERNEQFF. Result: 1 (the TCR binds to the epitope). (2) The epitope is VLAWLYAAV. The TCR CDR3 sequence is CASSQGYEQYF. Result: 1 (the TCR binds to the epitope).